This data is from Peptide-MHC class II binding affinity with 134,281 pairs from IEDB. The task is: Regression. Given a peptide amino acid sequence and an MHC pseudo amino acid sequence, predict their binding affinity value. This is MHC class II binding data. (1) The peptide sequence is AGLTHMMIWHSNLND. The MHC is DRB1_0701 with pseudo-sequence DRB1_0701. The binding affinity (normalized) is 0.189. (2) The binding affinity (normalized) is 0.0523. The MHC is HLA-DPA10103-DPB10401 with pseudo-sequence HLA-DPA10103-DPB10401. The peptide sequence is VRVPVPQLQPQNPSQ. (3) The peptide sequence is AEGGKATTEEQKLIE. The MHC is HLA-DPA10201-DPB10501 with pseudo-sequence HLA-DPA10201-DPB10501. The binding affinity (normalized) is 0.0221. (4) The peptide sequence is YPIILRLGSQLSLSM. The MHC is DRB1_1101 with pseudo-sequence DRB1_1101. The binding affinity (normalized) is 0.637. (5) The peptide sequence is YARFQSQTTLKQKT. The MHC is DRB1_0802 with pseudo-sequence DRB1_0802. The binding affinity (normalized) is 0.628. (6) The binding affinity (normalized) is 0.849. The peptide sequence is EKKYFAATQFHPLAA. The MHC is HLA-DPA10301-DPB10402 with pseudo-sequence HLA-DPA10301-DPB10402. (7) The peptide sequence is LVVLSELPDFLAKKG. The MHC is DRB3_0101 with pseudo-sequence DRB3_0101. The binding affinity (normalized) is 0.487. (8) The peptide sequence is GAIWRIDPKKPLKGP. The MHC is DRB3_0202 with pseudo-sequence DRB3_0202. The binding affinity (normalized) is 0.552. (9) The peptide sequence is FKKWCGMLSTKSIDL. The MHC is HLA-DPA10201-DPB10501 with pseudo-sequence HLA-DPA10201-DPB10501. The binding affinity (normalized) is 0.361. (10) The peptide sequence is YDFFLANVSTVLTGK. The MHC is DRB3_0202 with pseudo-sequence DRB3_0202. The binding affinity (normalized) is 0.819.